This data is from Full USPTO retrosynthesis dataset with 1.9M reactions from patents (1976-2016). The task is: Predict the reactants needed to synthesize the given product. (1) Given the product [CH:1]1([C:4]2[C:5]([O:14][CH2:15][CH:16]3[CH2:18][CH2:17]3)=[CH:6][C:7]([C:10]3[N:11]=[C:25]([CH2:26][CH3:27])[O:13][N:12]=3)=[N:8][CH:9]=2)[CH2:3][CH2:2]1, predict the reactants needed to synthesize it. The reactants are: [CH:1]1([C:4]2[C:5]([O:14][CH2:15][CH:16]3[CH2:18][CH2:17]3)=[CH:6][C:7]([C:10](=[N:12][OH:13])[NH2:11])=[N:8][CH:9]=2)[CH2:3][CH2:2]1.C(=O)([O-])[O-].[K+].[K+].[C:25](Cl)(=O)[CH2:26][CH3:27]. (2) Given the product [C:1]([N:4]1[CH2:8][CH2:7][C:6]2([C:16]3[C:11](=[CH:12][CH:13]=[C:14]([C:17](=[O:19])[CH3:18])[CH:15]=3)[N:10]([C:20]([NH:22][C:23]3[S:24][C:25]([Cl:28])=[CH:26][N:27]=3)=[O:21])[CH2:9]2)[CH2:5]1)(=[O:3])[CH3:2], predict the reactants needed to synthesize it. The reactants are: [C:1]([N:4]1[CH2:8][CH2:7][C:6]2([C:16]3[C:11](=[CH:12][CH:13]=[C:14]([CH:17]([OH:19])[CH3:18])[CH:15]=3)[N:10]([C:20]([NH:22][C:23]3[S:24][C:25]([Cl:28])=[CH:26][N:27]=3)=[O:21])[CH2:9]2)[CH2:5]1)(=[O:3])[CH3:2].CC(OI1(OC(C)=O)(OC(C)=O)OC(=O)C2C=CC=CC1=2)=O.S([O-])([O-])=O.[Na+].[Na+]. (3) Given the product [Cl:1][CH2:2][CH2:3][CH2:4][S:5]([O:8][CH2:9][C:10]([CH3:25])([CH3:24])[C@@H:11]([O:14][CH2:15][C:16]1[CH:21]=[CH:20][C:19]([O:22][CH3:23])=[CH:18][CH:17]=1)[C:12]([OH:28])=[O:13])(=[O:7])=[O:6], predict the reactants needed to synthesize it. The reactants are: [Cl:1][CH2:2][CH2:3][CH2:4][S:5]([O:8][CH2:9][C:10]([CH3:25])([CH3:24])[C@@H:11]([O:14][CH2:15][C:16]1[CH:21]=[CH:20][C:19]([O:22][CH3:23])=[CH:18][CH:17]=1)[CH:12]=[O:13])(=[O:7])=[O:6].CC(C)=[O:28]. (4) Given the product [C:1]1([CH:7]=[CH:8][CH:9]=[CH:10][CH:11]=[CH:18][CH2:19][C:20]([OH:16])=[O:15])[CH:2]=[CH:3][CH:4]=[CH:5][CH:6]=1, predict the reactants needed to synthesize it. The reactants are: [C:1]1([CH:7]=[CH:8][CH:9]=[CH:10][CH:11]=O)[CH:6]=[CH:5][CH:4]=[CH:3][CH:2]=1.[H-].[Na+].[OH2:15].[O:16]1[CH2:20][CH2:19][CH2:18]C1. (5) Given the product [C:15]([C:2]1[C:7]([C:8]([F:11])([F:10])[F:9])=[CH:6][CH:5]=[CH:4][N:3]=1)#[N:16], predict the reactants needed to synthesize it. The reactants are: Cl[C:2]1[C:7]([C:8]([F:11])([F:10])[F:9])=[CH:6][CH:5]=[CH:4][N:3]=1.ClCCl.[CH3:15][N:16](C)C=O. (6) Given the product [C:24]([N:32]([CH3:18])[C:33]([NH:35][CH:10]1[CH2:9][CH2:8][CH:7]([NH:6][C:4]([CH:1]([CH3:2])[CH3:3])=[O:5])[CH2:12][CH2:11]1)=[S:34])(=[O:31])[C:25]1[CH:26]=[CH:27][CH:28]=[CH:29][CH:30]=1, predict the reactants needed to synthesize it. The reactants are: [CH:1]([C:4]([NH:6][CH:7]1[CH2:12][CH2:11][CH:10](CNC(N)=S)[CH2:9][CH2:8]1)=[O:5])([CH3:3])[CH3:2].[C:18]([O-])([O-])=O.[K+].[K+].[C:24]([NH:32][C:33]([NH:35]CC1CCC(NC(C(C)C)=O)CC1)=[S:34])(=[O:31])[C:25]1[CH:30]=[CH:29][CH:28]=[CH:27][CH:26]=1. (7) Given the product [CH3:16][C:15]1[C:10]([C@H:9]2[CH2:8][CH2:7][CH2:6][C@@H:5]([C:17]3[C:22]([CH3:23])=[CH:21][CH:20]=[CH:19][N:18]=3)[NH:4]2)=[N:11][CH:12]=[CH:13][CH:14]=1, predict the reactants needed to synthesize it. The reactants are: C([N:4]1[C@H:9]([C:10]2[C:15]([CH3:16])=[CH:14][CH:13]=[CH:12][N:11]=2)[CH2:8][CH2:7][CH2:6][C@@H:5]1[C:17]1[C:22]([CH3:23])=[CH:21][CH:20]=[CH:19][N:18]=1)C=C.C([O-])(O)=O.[Na+]. (8) Given the product [CH2:1]([NH:8][C:9](=[O:10])[C:11]1[CH:12]=[CH:13][C:14]([CH2:17][CH2:18][NH:19][CH2:20][CH2:21][C:22]([N:24]([CH:51]2[CH2:57][CH2:56][CH2:55][CH2:54][CH2:53][CH2:52]2)[CH2:25][CH2:26][NH:27][CH2:38][CH2:39][C:40]2[C:48]3[S:47][C:46](=[O:49])[NH:45][C:44]=3[C:43]([OH:50])=[CH:42][CH:41]=2)=[O:23])=[CH:15][CH:16]=1)[C:2]1[CH:7]=[CH:6][CH:5]=[CH:4][CH:3]=1, predict the reactants needed to synthesize it. The reactants are: [CH2:1]([NH:8][C:9]([C:11]1[CH:16]=[CH:15][C:14]([CH2:17][CH2:18][NH:19][CH2:20][CH2:21][C:22]([N:24]([CH:51]2[CH2:57][CH2:56][CH2:55][CH2:54][CH2:53][CH2:52]2)[CH2:25][CH2:26][N:27]([CH2:38][CH2:39][C:40]2[C:48]3[S:47][C:46](=[O:49])[NH:45][C:44]=3[C:43]([OH:50])=[CH:42][CH:41]=2)C(=O)OCC2C=CC=CC=2)=[O:23])=[CH:13][CH:12]=1)=[O:10])[C:2]1[CH:7]=[CH:6][CH:5]=[CH:4][CH:3]=1.Br.